This data is from Full USPTO retrosynthesis dataset with 1.9M reactions from patents (1976-2016). The task is: Predict the reactants needed to synthesize the given product. (1) Given the product [C:23]([O:26][CH2:21][C:11]1[C:10]([CH3:22])=[C:9]([O:8][CH2:1][C:2]2[CH:7]=[CH:6][CH:5]=[CH:4][CH:3]=2)[C:18]2[C:13](=[CH:14][CH:15]=[C:16]([CH3:19])[CH:17]=2)[N:12]=1)(=[O:25])[CH3:24], predict the reactants needed to synthesize it. The reactants are: [CH2:1]([O:8][C:9]1[C:18]2[C:13](=[CH:14][CH:15]=[C:16]([CH3:19])[CH:17]=2)[N+:12]([O-])=[C:11]([CH3:21])[C:10]=1[CH3:22])[C:2]1[CH:7]=[CH:6][CH:5]=[CH:4][CH:3]=1.[C:23]([O:26]C(=O)C)(=[O:25])[CH3:24]. (2) The reactants are: [OH:1][C:2]1[C:9]([N+:10]([O-:12])=[O:11])=[CH:8][CH:7]=[CH:6][C:3]=1[CH:4]=[O:5].[C:13](=O)([O-])[O-].[Cs+].[Cs+].IC. Given the product [CH3:13][O:1][C:2]1[C:9]([N+:10]([O-:12])=[O:11])=[CH:8][CH:7]=[CH:6][C:3]=1[CH:4]=[O:5], predict the reactants needed to synthesize it. (3) Given the product [CH:5]1[C:6]([C:7]2[S:15][C:14]3[CH:13]=[C:12]([OH:16])[CH:11]=[CH:10][C:9]=3[C:8]=2[C:17]([C:19]2[CH:24]=[CH:23][C:22]([O:25][CH2:26][CH2:27][N:28]3[CH2:33][CH2:32][CH2:31][CH2:30][CH2:29]3)=[CH:21][CH:20]=2)=[O:18])=[CH:1][CH:2]=[C:3]([OH:34])[CH:4]=1, predict the reactants needed to synthesize it. The reactants are: [CH:1]1[C:6]([C:7]2[S:15][C:14]3[CH:13]=[C:12]([OH:16])[CH:11]=[CH:10][C:9]=3[C:8]=2[C:17]([C:19]2[CH:20]=[CH:21][C:22]([O:25][CH2:26][CH2:27][N:28]3[CH2:33][CH2:32][CH2:31][CH2:30][CH2:29]3)=[CH:23][CH:24]=2)=[O:18])=[CH:5][CH:4]=[C:3]([OH:34])[CH:2]=1.Cl.S1C2C=CC=CC=2C=C1.C=O.OC1C=CC2C([ClH]C3C=CC(OCCN4CCCCC4)=CC=3)=C(C3C=CC(O)=CC=3)SC=2C=1.